The task is: Predict the product of the given reaction.. This data is from Forward reaction prediction with 1.9M reactions from USPTO patents (1976-2016). (1) Given the reactants [C:1]([O:5][C:6](=[O:12])[NH:7][CH2:8][CH2:9][CH2:10]Br)([CH3:4])([CH3:3])[CH3:2].[CH3:13][O:14][C:15](=[O:29])[CH2:16][C:17]1[C:18](=[O:28])[NH:19][C:20]2[C:25]([CH:26]=1)=[CH:24][CH:23]=[C:22]([OH:27])[CH:21]=2, predict the reaction product. The product is: [CH3:13][O:14][C:15](=[O:29])[CH2:16][C:17]1[C:18](=[O:28])[NH:19][C:20]2[C:25]([CH:26]=1)=[CH:24][CH:23]=[C:22]([O:27][CH2:10][CH2:9][CH2:8][NH:7][C:6]([O:5][C:1]([CH3:4])([CH3:3])[CH3:2])=[O:12])[CH:21]=2. (2) Given the reactants [CH2:1]([N:3]1[C:8]2[N:9]=[CH:10][C:11](C(O)=O)=[CH:12][C:7]=2[C:6](=[O:16])[N:5]([CH2:17][CH3:18])[C:4]1=[O:19])[CH3:2].C1C=CC(P([N:34]=[N+]=[N-])(C2C=CC=CC=2)=O)=CC=1, predict the reaction product. The product is: [NH2:34][C:11]1[CH:10]=[N:9][C:8]2[N:3]([CH2:1][CH3:2])[C:4](=[O:19])[N:5]([CH2:17][CH3:18])[C:6](=[O:16])[C:7]=2[CH:12]=1.